Dataset: Catalyst prediction with 721,799 reactions and 888 catalyst types from USPTO. Task: Predict which catalyst facilitates the given reaction. (1) Reactant: [C:1]1([C:7]2[CH:12]=[C:11]([CH:13]3[CH2:18][CH2:17][S:16](=[O:20])(=[O:19])[CH2:15][CH2:14]3)[CH:10]=[CH:9][C:8]=2[NH2:21])[CH2:6][CH2:5][CH2:4][CH2:3][CH:2]=1.[K+].[C:23]([C:25]1[N:26]=[C:27]([C:38]([O-])=[O:39])[N:28]([CH2:30][O:31][CH2:32][CH2:33][Si:34]([CH3:37])([CH3:36])[CH3:35])[CH:29]=1)#[N:24].F[P-](F)(F)(F)(F)F.Br[P+](N1CCCC1)(N1CCCC1)N1CCCC1.CCN(C(C)C)C(C)C. Product: [C:1]1([C:7]2[CH:12]=[C:11]([CH:13]3[CH2:18][CH2:17][S:16](=[O:19])(=[O:20])[CH2:15][CH2:14]3)[CH:10]=[CH:9][C:8]=2[NH:21][C:38]([C:27]2[N:28]([CH2:30][O:31][CH2:32][CH2:33][Si:34]([CH3:37])([CH3:36])[CH3:35])[CH:29]=[C:25]([C:23]#[N:24])[N:26]=2)=[O:39])[CH2:6][CH2:5][CH2:4][CH2:3][CH:2]=1. The catalyst class is: 31. (2) Reactant: [Cl:1][C:2]1[CH:3]=[C:4]2[C:9](=[C:10]([S:12][CH3:13])[CH:11]=1)[O:8][CH:7]([C:14]([F:17])([F:16])[F:15])[C:6]([C:18]([O:20]CC)=[O:19])=[CH:5]2.[OH-].[Na+]. Product: [Cl:1][C:2]1[CH:3]=[C:4]2[C:9](=[C:10]([S:12][CH3:13])[CH:11]=1)[O:8][CH:7]([C:14]([F:17])([F:16])[F:15])[C:6]([C:18]([OH:20])=[O:19])=[CH:5]2. The catalyst class is: 636. (3) Reactant: [OH:1][CH2:2][CH2:3][CH2:4][N:5]1[C:13]2[C:8](=[CH:9][CH:10]=[CH:11][CH:12]=2)[C:7]2([C:17]3=[CH:18][C:19]4[O:23][CH2:22][O:21][C:20]=4[CH:24]=[C:16]3[O:15][CH2:14]2)[C:6]1=[O:25].CC(OI1(OC(C)=O)(OC(C)=O)OC(=O)C2C1=CC=CC=2)=O. Product: [O:25]=[C:6]1[C:7]2([C:17]3=[CH:18][C:19]4[O:23][CH2:22][O:21][C:20]=4[CH:24]=[C:16]3[O:15][CH2:14]2)[C:8]2[C:13](=[CH:12][CH:11]=[CH:10][CH:9]=2)[N:5]1[CH2:4][CH2:3][CH:2]=[O:1]. The catalyst class is: 96. (4) Reactant: [NH2:1][C:2]1[C:3]([NH:13][CH2:14][C:15]2[CH:20]=[CH:19][C:18]([C:21]3[CH:26]=[CH:25][CH:24]=[CH:23][C:22]=3[C:27]#[N:28])=[CH:17][CH:16]=2)=[C:4]([CH:10]=[CH:11][CH:12]=1)[C:5]([O:7][CH2:8][CH3:9])=[O:6].[CH2:29]([N:31]=[C:32]=[S:33])[CH3:30].C(O)C. Product: [C:27]([C:22]1[CH:23]=[CH:24][CH:25]=[CH:26][C:21]=1[C:18]1[CH:19]=[CH:20][C:15]([CH2:14][NH:13][C:3]2[C:2]([NH:1][C:32]([NH:31][CH2:29][CH3:30])=[S:33])=[CH:12][CH:11]=[CH:10][C:4]=2[C:5]([O:7][CH2:8][CH3:9])=[O:6])=[CH:16][CH:17]=1)#[N:28]. The catalyst class is: 13.